From a dataset of Full USPTO retrosynthesis dataset with 1.9M reactions from patents (1976-2016). Predict the reactants needed to synthesize the given product. (1) Given the product [F:17][C:5]1[C:6]([C:8]2[CH:13]=[CH:12][C:11]([F:14])=[CH:10][C:9]=2[O:15][CH3:16])=[CH:7][C:2]([NH:27][C:23]2[CH:22]=[C:21]([CH2:20][S:19][CH3:18])[CH:26]=[CH:25][N:24]=2)=[N:3][CH:4]=1, predict the reactants needed to synthesize it. The reactants are: Cl[C:2]1[CH:7]=[C:6]([C:8]2[CH:13]=[CH:12][C:11]([F:14])=[CH:10][C:9]=2[O:15][CH3:16])[C:5]([F:17])=[CH:4][N:3]=1.[CH3:18][S:19][CH2:20][C:21]1[CH:26]=[CH:25][N:24]=[C:23]([NH2:27])[CH:22]=1.C(=O)([O-])[O-].[Cs+].[Cs+]. (2) Given the product [CH3:45][O:44][C:41]1[CH:40]=[CH:39][C:38]([CH2:37][N:11]([CH2:10][C:9]2[CH:8]=[CH:7][C:6]([O:5][CH3:4])=[CH:47][CH:46]=2)[C:12]2[N:17]=[C:16]([CH3:18])[N:15]=[C:14]([C:19]3[C:20]([NH:27][C:28]4[CH:29]=[N:30][C:31]([O:35][CH3:36])=[C:32]([F:34])[CH:33]=4)=[N:21][CH:22]=[C:23]([CH:26]=3)[C:24]#[N:48])[N:13]=2)=[CH:43][CH:42]=1, predict the reactants needed to synthesize it. The reactants are: [Cl-].O[NH3+].[CH3:4][O:5][C:6]1[CH:47]=[CH:46][C:9]([CH2:10][N:11]([CH2:37][C:38]2[CH:43]=[CH:42][C:41]([O:44][CH3:45])=[CH:40][CH:39]=2)[C:12]2[N:17]=[C:16]([CH3:18])[N:15]=[C:14]([C:19]3[C:20]([NH:27][C:28]4[CH:29]=[N:30][C:31]([O:35][CH3:36])=[C:32]([F:34])[CH:33]=4)=[N:21][CH:22]=[C:23]([CH:26]=3)[CH:24]=O)[N:13]=2)=[CH:8][CH:7]=1.[N:48]1C=CC=CC=1.C(OC(=O)C)(=O)C. (3) Given the product [CH3:68][C:60]1[CH:59]=[C:58]([CH2:57][C:53]2[CH:52]=[C:51]([C@@H:21]3[O:22][C@H:23]([CH2:42][OH:43])[C@@H:24]([OH:34])[C@H:25]([OH:26])[C@H:20]3[OH:19])[CH:56]=[CH:55][CH:54]=2)[C:67]2[C:61]=1[CH:62]=[CH:63][CH:64]=[CH:65][CH:66]=2, predict the reactants needed to synthesize it. The reactants are: CCCCCCC.B(Br)(Br)Br.C([O:19][C@@H:20]1[C@@H:25]([O:26]CC2C=CC=CC=2)[C@H:24]([O:34]CC2C=CC=CC=2)[C@@H:23]([CH2:42][O:43]CC2C=CC=CC=2)[O:22][C@H:21]1[C:51]1[CH:56]=[CH:55][CH:54]=[C:53]([CH2:57][C:58]2[C:67]3[C:61]([CH:62]=[CH:63][CH:64]=[CH:65][CH:66]=3)=[C:60]([CH3:68])[CH:59]=2)[CH:52]=1)C1C=CC=CC=1.C(Cl)Cl.C1(C)C=CC=CC=1. (4) Given the product [ClH:74].[C:1]1([C@H:7]([NH:24][C:25]([O:27][C@@H:28]2[CH:33]3[CH2:34][CH2:35][N:30]([CH2:31][CH2:32]3)[CH2:29]2)=[O:26])[C:8]2[CH:9]=[C:10]([CH:21]=[CH:22][CH:23]=2)[O:11][CH2:12][C:13]2[O:17][C:16]([C:18]([OH:20])=[O:19])=[CH:15][CH:14]=2)[CH:6]=[CH:5][CH:4]=[CH:3][CH:2]=1, predict the reactants needed to synthesize it. The reactants are: [C:1]1([C@H:7]([NH:24][C:25]([O:27][C@@H:28]2[CH:33]3[CH2:34][CH2:35][N:30]([CH2:31][CH2:32]3)[CH2:29]2)=[O:26])[C:8]2[CH:9]=[C:10]([CH:21]=[CH:22][CH:23]=2)[O:11][CH2:12][C:13]2[O:17][C:16]([C:18]([OH:20])=[O:19])=[CH:15][CH:14]=2)[CH:6]=[CH:5][CH:4]=[CH:3][CH:2]=1.C(O)=O.C1([C@H](NC(O[C@@H]2C3CCN(CC3)C2)=O)C2C=C(C=CC=2)OCC2OC(C(O)=O)=CC=2)C=CC=CC=1.[ClH:74].CCOCC. (5) Given the product [Cl:1][C:2]1[CH:3]=[CH:4][C:5]2[N:11]3[CH:12]=[CH:13][CH:14]=[C:10]3[C@@H:9]([CH2:15][CH2:16][C:17]([N:31]3[CH2:36][CH2:35][CH:34]([CH2:37][C:38]([O:40][CH2:41][CH3:42])=[O:39])[CH2:33][CH2:32]3)=[O:18])[O:8][C@H:7]([C:20]3[CH:25]=[CH:24][CH:23]=[C:22]([O:26][CH3:27])[C:21]=3[O:28][CH3:29])[C:6]=2[CH:30]=1, predict the reactants needed to synthesize it. The reactants are: [Cl:1][C:2]1[CH:3]=[CH:4][C:5]2[N:11]3[CH:12]=[CH:13][CH:14]=[C:10]3[C@@H:9]([CH2:15][CH2:16][C:17](O)=[O:18])[O:8][C@H:7]([C:20]3[CH:25]=[CH:24][CH:23]=[C:22]([O:26][CH3:27])[C:21]=3[O:28][CH3:29])[C:6]=2[CH:30]=1.[NH:31]1[CH2:36][CH2:35][CH:34]([CH2:37][C:38]([O:40][CH2:41][CH3:42])=[O:39])[CH2:33][CH2:32]1.ON1C2C=CC=CC=2N=N1.Cl.C(N=C=NCCCN(C)C)C. (6) Given the product [CH3:19][C:9]1[CH:14]=[CH:13][C:12]([S:15]([O:5][CH2:4][C@@H:3]([OH:6])[C:2]([CH3:8])([CH3:7])[CH3:1])(=[O:17])=[O:16])=[CH:11][CH:10]=1, predict the reactants needed to synthesize it. The reactants are: [CH3:1][C:2]([CH3:8])([CH3:7])[C@H:3]([OH:6])[CH2:4][OH:5].[C:9]1([CH3:19])[CH:14]=[CH:13][C:12]([S:15](Cl)(=[O:17])=[O:16])=[CH:11][CH:10]=1. (7) Given the product [OH:10][CH2:9][C:6]1[S:5][C:4]([CH2:3][CH:2]([CH3:14])[CH3:1])=[N:8][CH:7]=1, predict the reactants needed to synthesize it. The reactants are: [CH3:1][CH:2]([CH3:14])[CH2:3][C:4]1[S:5][C:6]([C:9](OCC)=[O:10])=[CH:7][N:8]=1.[H-].[Al+3].[Li+].[H-].[H-].[H-].O.[OH-].[Na+]. (8) Given the product [Cl:8][C:9]1[N:14]=[C:13]([S:7][C:2]2[N:3]=[CH:4][CH:5]=[CH:6][N:1]=2)[CH:12]=[CH:11][N:10]=1, predict the reactants needed to synthesize it. The reactants are: [N:1]1[CH:6]=[CH:5][CH:4]=[N:3][C:2]=1[SH:7].[Cl:8][C:9]1[N:14]=[C:13](Cl)[CH:12]=[CH:11][N:10]=1. (9) Given the product [CH2:12]([O:16][NH:17][C:18]([N:20]([C:30]1[C:35]([O:36][CH3:37])=[N:34][C:33]([CH3:38])=[CH:32][N:31]=1)[S:21]([C:24]1[S:25][CH:26]=[CH:27][C:28]=1[C:2]1[CH:7]=[CH:6][C:5]([CH:8]=[O:9])=[CH:4][CH:3]=1)(=[O:23])=[O:22])=[O:19])[CH:13]([CH3:15])[CH3:14], predict the reactants needed to synthesize it. The reactants are: B(O)(O)[C:2]1[CH:7]=[CH:6][C:5]([CH:8]=[O:9])=[CH:4][CH:3]=1.[CH2:12]([O:16][NH:17][C:18]([N:20]([C:30]1[C:35]([O:36][CH3:37])=[N:34][C:33]([CH3:38])=[CH:32][N:31]=1)[S:21]([C:24]1[S:25][CH:26]=[CH:27][C:28]=1Br)(=[O:23])=[O:22])=[O:19])[CH:13]([CH3:15])[CH3:14].C(=O)([O-])[O-].[Na+].[Na+].C(OCC)(=O)C.